This data is from Catalyst prediction with 721,799 reactions and 888 catalyst types from USPTO. The task is: Predict which catalyst facilitates the given reaction. (1) Reactant: [CH3:1][N:2]1[C:10]([CH3:11])=[C:9]2[C:4]([CH:5]=[CH:6][C:7]([N:12]3[CH:17]=[CH:16][C:15]([C:18](OC)=[O:19])=[CH:14][C:13]3=[O:22])=[CH:8]2)=[N:3]1.[H-].C([Al+]CC(C)C)C(C)C.CO.O. Product: [CH3:1][N:2]1[C:10]([CH3:11])=[C:9]2[C:4]([CH:5]=[CH:6][C:7]([N:12]3[CH:17]=[CH:16][C:15]([CH2:18][OH:19])=[CH:14][C:13]3=[O:22])=[CH:8]2)=[N:3]1. The catalyst class is: 4. (2) Reactant: Cl.[CH:2]([N:5]1[CH:9]=[C:8]([C:10]2[N:15]=[C:14]([C:16]3[CH:17]=[N:18][N:19]([C:21]4([CH2:25][C:26]#[N:27])[CH2:24][NH:23][CH2:22]4)[CH:20]=3)[N:13]3[CH:28]=[CH:29][N:30]=[C:12]3[CH:11]=2)[CH:7]=[N:6]1)([CH3:4])[CH3:3].C(#N)C.C(=O)([O-])[O-].[K+].[K+].FC(F)(F)S(O[CH2:46][C:47]([F:50])([F:49])[F:48])(=O)=O. Product: [CH:2]([N:5]1[CH:9]=[C:8]([C:10]2[N:15]=[C:14]([C:16]3[CH:17]=[N:18][N:19]([C:21]4([CH2:25][C:26]#[N:27])[CH2:22][N:23]([CH2:46][C:47]([F:50])([F:49])[F:48])[CH2:24]4)[CH:20]=3)[N:13]3[CH:28]=[CH:29][N:30]=[C:12]3[CH:11]=2)[CH:7]=[N:6]1)([CH3:4])[CH3:3]. The catalyst class is: 2. (3) Reactant: [N+:1]([C:4]1[CH:9]=[CH:8][C:7]([N:10]2[CH2:15][CH2:14][NH:13][CH2:12][CH2:11]2)=[CH:6][CH:5]=1)([O-:3])=[O:2].C(N(C(C)C)C(C)C)C.[C:25](O[C:25]([O:27][C:28]([CH3:31])([CH3:30])[CH3:29])=[O:26])([O:27][C:28]([CH3:31])([CH3:30])[CH3:29])=[O:26]. Product: [C:28]([O:27][C:25]([N:13]1[CH2:14][CH2:15][N:10]([C:7]2[CH:6]=[CH:5][C:4]([N+:1]([O-:3])=[O:2])=[CH:9][CH:8]=2)[CH2:11][CH2:12]1)=[O:26])([CH3:31])([CH3:30])[CH3:29]. The catalyst class is: 4. (4) Product: [CH3:1][N:2]([CH3:10])[CH:3]1[CH2:8][CH2:7][CH:6]([O:9][C:14]2[CH:19]=[CH:18][N:17]=[C:16]3[S:20][CH:21]=[CH:22][C:15]=23)[CH2:5][CH2:4]1. The catalyst class is: 9. Reactant: [CH3:1][N:2]([CH3:10])[CH:3]1[CH2:8][CH2:7][CH:6]([OH:9])[CH2:5][CH2:4]1.[H-].[Na+].Cl[C:14]1[CH:19]=[CH:18][N:17]=[C:16]2[S:20][CH:21]=[CH:22][C:15]=12. (5) Reactant: [F:1][C:2]1[CH:28]=[CH:27][CH:26]=[C:25]([F:29])[C:3]=1[C:4]([NH:6][C:7]1[S:8][C:9]([C:15]2[CH:20]=[CH:19][CH:18]=[C:17]([C:21]([F:24])([F:23])[F:22])[CH:16]=2)=[C:10]([C:12]([CH3:14])=[CH2:13])[N:11]=1)=[O:5].[H][H]. Product: [F:1][C:2]1[CH:28]=[CH:27][CH:26]=[C:25]([F:29])[C:3]=1[C:4]([NH:6][C:7]1[S:8][C:9]([C:15]2[CH:20]=[CH:19][CH:18]=[C:17]([C:21]([F:22])([F:23])[F:24])[CH:16]=2)=[C:10]([CH:12]([CH3:13])[CH3:14])[N:11]=1)=[O:5]. The catalyst class is: 99. (6) Reactant: O.[NH2:2][NH2:3].[Cl:4][C:5]1[CH:12]=[CH:11][CH:10]=[CH:9][C:6]=1[CH2:7]Br. Product: [Cl:4][C:5]1[CH:12]=[CH:11][CH:10]=[CH:9][C:6]=1[CH2:7][NH:2][NH2:3]. The catalyst class is: 5. (7) Reactant: [O:1]1[CH:5]=[CH:4][N:3]=[C:2]1/[CH:6]=[N:7]/[S:8]([C:10]([CH3:13])([CH3:12])[CH3:11])=[O:9].[CH3:14][Mg]Br. Product: [O:1]1[CH:5]=[CH:4][N:3]=[C:2]1[CH:6]([NH:7][S:8]([C:10]([CH3:13])([CH3:12])[CH3:11])=[O:9])[CH3:14]. The catalyst class is: 4. (8) Reactant: [CH2:1]([O:8][C:9]1[CH:17]=[CH:16][C:12]([C:13](Cl)=[O:14])=[CH:11][CH:10]=1)[C:2]1[CH:7]=[CH:6][CH:5]=[CH:4][CH:3]=1.Cl.[CH3:19][NH:20][O:21][CH3:22].C(N(CC)CC)C. Product: [CH2:1]([O:8][C:9]1[CH:17]=[CH:16][C:12]([C:13]([N:20]([O:21][CH3:22])[CH3:19])=[O:14])=[CH:11][CH:10]=1)[C:2]1[CH:7]=[CH:6][CH:5]=[CH:4][CH:3]=1. The catalyst class is: 2. (9) Reactant: [Cl:1][C:2]1[CH:3]=[C:4]([C:9]2[C:14]([C:15]([NH:17][CH2:18][CH2:19][CH2:20][C:21]3[CH:26]=[CH:25][CH:24]=[CH:23][CH:22]=3)=[O:16])=[C:13]([CH3:27])[N:12]=[C:11](SC)[N:10]=2)[CH:5]=[CH:6][C:7]=1[Cl:8].ClC1C=CC=C(C(OO)=O)C=1.S([O-])([O-])=O.[Na+].[Na+].[BH4-].[Na+].Cl. Product: [Cl:1][C:2]1[CH:3]=[C:4]([C:9]2[C:14]([C:15]([NH:17][CH2:18][CH2:19][CH2:20][C:21]3[CH:26]=[CH:25][CH:24]=[CH:23][CH:22]=3)=[O:16])=[C:13]([CH3:27])[N:12]=[CH:11][N:10]=2)[CH:5]=[CH:6][C:7]=1[Cl:8]. The catalyst class is: 4. (10) Reactant: [F:1][C:2]1[CH:9]=[C:8]([OH:10])[C:7]([O:11][CH3:12])=[CH:6][C:3]=1[CH:4]=[O:5].[H-].[Na+].Cl[CH2:16][C:17]1[N:21]([CH3:22])[C:20]2[CH:23]=[CH:24][CH:25]=[CH:26][C:19]=2[N:18]=1.O. Product: [F:1][C:2]1[CH:9]=[C:8]([O:10][CH2:16][C:17]2[N:21]([CH3:22])[C:20]3[CH:23]=[CH:24][CH:25]=[CH:26][C:19]=3[N:18]=2)[C:7]([O:11][CH3:12])=[CH:6][C:3]=1[CH:4]=[O:5]. The catalyst class is: 80.